Task: Predict which catalyst facilitates the given reaction.. Dataset: Catalyst prediction with 721,799 reactions and 888 catalyst types from USPTO (1) Reactant: [O:1]([CH:8]([C:10]1[CH:18]=[CH:17][C:13]([C:14]([OH:16])=O)=[CH:12][CH:11]=1)[CH3:9])[C:2]1[CH:7]=[CH:6][CH:5]=[CH:4][CH:3]=1.Cl.C(N=C=NCCCN(C)C)C.ON1C2C=CC=CC=2N=N1.[NH2:41][CH2:42][C:43]1[C:44]([OH:51])=[N:45][C:46]([CH3:50])=[CH:47][C:48]=1[CH3:49]. Product: [OH:51][C:44]1[C:43]([CH2:42][NH:41][C:14](=[O:16])[C:13]2[CH:12]=[CH:11][C:10]([CH:8]([O:1][C:2]3[CH:3]=[CH:4][CH:5]=[CH:6][CH:7]=3)[CH3:9])=[CH:18][CH:17]=2)=[C:48]([CH3:49])[CH:47]=[C:46]([CH3:50])[N:45]=1. The catalyst class is: 884. (2) Reactant: C(OC([N:8]1[CH2:14][CH2:13][C:12]2[N:15]=[N:16][C:17]([Cl:19])=[CH:18][C:11]=2[CH2:10][CH2:9]1)=O)(C)(C)C.[F:20][C:21]([F:26])([F:25])[C:22]([OH:24])=[O:23]. Product: [F:20][C:21]([F:26])([F:25])[C:22]([OH:24])=[O:23].[Cl:19][C:17]1[N:16]=[N:15][C:12]2[CH2:13][CH2:14][NH:8][CH2:9][CH2:10][C:11]=2[CH:18]=1. The catalyst class is: 2.